This data is from Cav3 T-type calcium channel HTS with 100,875 compounds. The task is: Binary Classification. Given a drug SMILES string, predict its activity (active/inactive) in a high-throughput screening assay against a specified biological target. (1) The compound is Brc1c(OC)c(OCC)cc(c1)/C=N\O. The result is 0 (inactive). (2) The molecule is O=C(N1CC(N(CC1)c1cc(ccc1)C)C)c1ccncc1. The result is 0 (inactive). (3) The molecule is Fc1c(c2oc(N(C)C)c(n2)C#N)cccc1. The result is 0 (inactive). (4) The result is 0 (inactive). The compound is Fc1cc(C2(NC(=O)C)CCN(CC2)C(=O)Nc2ccc(cc2)C#N)ccc1.